Dataset: Forward reaction prediction with 1.9M reactions from USPTO patents (1976-2016). Task: Predict the product of the given reaction. (1) Given the reactants [C:1]([C:7]1[CH:12]=[CH:11][CH:10]=[CH:9][C:8]=1[C:13](=[O:23])[CH2:14][C:15]1[CH:20]=[CH:19][C:18]([O:21][CH3:22])=[CH:17][CH:16]=1)#[C:2][CH2:3][CH2:4][CH2:5][CH3:6].C[Si]([N-][Si](C)(C)C)(C)C.[K+], predict the reaction product. The product is: [CH2:3]([C:2]1[C:14]([C:15]2[CH:16]=[CH:17][C:18]([O:21][CH3:22])=[CH:19][CH:20]=2)=[C:13]([OH:23])[C:8]2[C:7]([CH:1]=1)=[CH:12][CH:11]=[CH:10][CH:9]=2)[CH2:4][CH2:5][CH3:6]. (2) Given the reactants [Na].[C:2]([O:10][CH2:11][CH3:12])(=[O:9])[CH2:3][C:4]([O:6][CH2:7][CH3:8])=[O:5].Br[CH:14]([CH3:20])[C:15]([O:17][CH2:18][CH3:19])=[O:16], predict the reaction product. The product is: [CH:3]([C:4]([O:6][CH2:7][CH3:8])=[O:5])([C:2]([O:10][CH2:11][CH3:12])=[O:9])[CH:14]([C:15]([O:17][CH2:18][CH3:19])=[O:16])[CH3:20]. (3) The product is: [CH2:1]([O:8][C:9]([NH:11][C@H:12]1[CH2:13][C@@H:14]([C:45](=[O:46])[CH2:44][C:43]([O:42][CH2:40][CH3:41])=[O:48])[CH2:15][N:16]([C:18]([O:20][C:21]([CH3:24])([CH3:22])[CH3:23])=[O:19])[CH2:17]1)=[O:10])[C:2]1[CH:3]=[CH:4][CH:5]=[CH:6][CH:7]=1. Given the reactants [CH2:1]([O:8][C:9]([NH:11][C@@H:12]1[CH2:17][N:16]([C:18]([O:20][C:21]([CH3:24])([CH3:23])[CH3:22])=[O:19])[CH2:15][C@H:14](C(O)=O)[CH2:13]1)=[O:10])[C:2]1[CH:7]=[CH:6][CH:5]=[CH:4][CH:3]=1.C(N1C=CN=C1)(N1C=CN=C1)=O.[CH2:40]([O:42][C:43](=[O:48])[CH2:44][C:45]([K])=[O:46])[CH3:41].[Cl-].[Mg+2].[Cl-], predict the reaction product. (4) Given the reactants [CH2:1]([C:3]1[C:12]2[C:7](=[CH:8][C:9]([O:15][CH3:16])=[C:10]([O:13][CH3:14])[CH:11]=2)[CH:6]=[C:5]([OH:17])[N:4]=1)[CH3:2].[OH-].[K+].Cl.Cl[CH2:22][C:23]1[CH:24]=[N:25][C:26]2[C:31]([CH:32]=1)=[CH:30][CH:29]=[C:28]([O:33][CH3:34])[CH:27]=2, predict the reaction product. The product is: [CH2:1]([C:3]1[C:12]2[C:7](=[CH:8][C:9]([O:15][CH3:16])=[C:10]([O:13][CH3:14])[CH:11]=2)[C:6]([CH2:22][C:23]2[CH:24]=[N:25][C:26]3[C:31]([CH:32]=2)=[CH:30][CH:29]=[C:28]([O:33][CH3:34])[CH:27]=3)=[C:5]([OH:17])[N:4]=1)[CH3:2]. (5) The product is: [CH3:18][C:4]1[CH:5]=[C:6]([O:8][C@@H:9]2[CH2:13][CH2:12][N:11]([S:14]([CH3:17])(=[O:16])=[O:15])[CH2:10]2)[CH:7]=[C:2]([CH3:1])[C:3]=1[C:19]1[CH:24]=[CH:23][CH:22]=[C:21]([CH2:25][O:26][C:27]2[CH:40]=[CH:39][C:30]3[C@H:31]([CH2:34][C:35]([OH:37])=[O:36])[CH2:32][O:33][C:29]=3[CH:28]=2)[CH:20]=1. Given the reactants [CH3:1][C:2]1[CH:7]=[C:6]([O:8][C@@H:9]2[CH2:13][CH2:12][N:11]([S:14]([CH3:17])(=[O:16])=[O:15])[CH2:10]2)[CH:5]=[C:4]([CH3:18])[C:3]=1[C:19]1[CH:24]=[CH:23][CH:22]=[C:21]([CH2:25][O:26][C:27]2[CH:40]=[CH:39][C:30]3[C@H:31]([CH2:34][C:35]([O:37]C)=[O:36])[CH2:32][O:33][C:29]=3[CH:28]=2)[CH:20]=1.[OH-].[Na+].C(O)(=O)CC(CC(O)=O)(C(O)=O)O, predict the reaction product. (6) The product is: [C:17]1([N:23]([C:27]2[CH:32]=[CH:31][CH:30]=[CH:29][CH:28]=2)[C:24](=[O:25])[NH:35][C:14]2[CH:15]=[CH:16][CH:2]=[CH:3][C:4]=2[C:5]([NH:7][C:8]2[CH:13]=[CH:12][CH:11]=[CH:10][CH:9]=2)=[O:6])[CH:22]=[CH:21][CH:20]=[CH:19][CH:18]=1. Given the reactants N[C:2]1[CH:3]=[C:4]([CH:14]=[CH:15][CH:16]=1)[C:5]([NH:7][C:8]1[CH:13]=[CH:12][CH:11]=[CH:10][CH:9]=1)=[O:6].[C:17]1([N:23]([C:27]2[CH:32]=[CH:31][CH:30]=[CH:29][CH:28]=2)[C:24](Cl)=[O:25])[CH:22]=[CH:21][CH:20]=[CH:19][CH:18]=1.C([N:35](CC)CC)C, predict the reaction product. (7) Given the reactants [F:1][C:2]([F:27])([F:26])[C:3]1[CH:25]=[CH:24][CH:23]=[CH:22][C:4]=1[C:5]([N:7]1[CH2:12][CH2:11][N:10]([C:13]2[N:18]=[N:17][C:16]([C:19](Cl)=O)=[CH:15][CH:14]=2)[CH2:9][CH2:8]1)=[O:6].[NH2:28][C:29]1[CH:34]=[CH:33][CH:32]=[CH:31][C:30]=1[NH2:35], predict the reaction product. The product is: [F:1][C:2]([F:27])([F:26])[C:3]1[CH:25]=[CH:24][CH:23]=[CH:22][C:4]=1[C:5]([N:7]1[CH2:12][CH2:11][N:10]([C:13]2[N:18]=[N:17][C:16]([C:19]3[NH:35][C:30]4[CH:31]=[CH:32][CH:33]=[CH:34][C:29]=4[N:28]=3)=[CH:15][CH:14]=2)[CH2:9][CH2:8]1)=[O:6].